Dataset: Forward reaction prediction with 1.9M reactions from USPTO patents (1976-2016). Task: Predict the product of the given reaction. Given the reactants [I:1][C:2]1[C:10]2[C:5](=[CH:6][CH:7]=[CH:8][C:9]=2[N+:11]([O-])=O)[N:4]([CH2:14][C:15]2[CH:16]=[N:17][N:18]([CH2:20][C:21]3[CH:26]=[CH:25][C:24]([O:27][CH3:28])=[CH:23][CH:22]=3)[CH:19]=2)[N:3]=1.[NH4+].[Cl-], predict the reaction product. The product is: [I:1][C:2]1[C:10]2[C:9]([NH2:11])=[CH:8][CH:7]=[CH:6][C:5]=2[N:4]([CH2:14][C:15]2[CH:16]=[N:17][N:18]([CH2:20][C:21]3[CH:22]=[CH:23][C:24]([O:27][CH3:28])=[CH:25][CH:26]=3)[CH:19]=2)[N:3]=1.